This data is from Reaction yield outcomes from USPTO patents with 853,638 reactions. The task is: Predict the reaction yield, written as a fraction of the theoretical maximum amount of product (1.0 means a 100% yield; for example, 0.34 means a 34% yield). (1) The yield is 0.490. The product is [N+:16]([CH2:19][C:8]1([CH2:11][C:12]([O:14][CH3:15])=[O:13])[CH2:7][CH2:6][C:5]2([O:4][CH2:3][CH2:2][O:1]2)[CH2:10][CH2:9]1)([O-:18])=[O:17]. The catalyst is C1COCC1.O. The reactants are [O:1]1[C:5]2([CH2:10][CH2:9][C:8](=[CH:11][C:12]([O:14][CH3:15])=[O:13])[CH2:7][CH2:6]2)[O:4][CH2:3][CH2:2]1.[N+:16]([CH3:19])([O-:18])=[O:17].[F-].C([NH3+])(C)(C)C. (2) The reactants are Cl.[F:2][C:3]1[CH:8]=[CH:7][C:6]([CH:9]([C:17]2[CH:22]=[CH:21][C:20]([F:23])=[CH:19][CH:18]=2)[CH:10]2[C:15](=[O:16])[CH2:14][CH2:13][NH:12][CH2:11]2)=[CH:5][CH:4]=1.[C:24]([C:26]1[CH:33]=[CH:32][C:29]([CH2:30]Br)=[CH:28][CH:27]=1)#[N:25].C(=O)([O-])[O-].[K+].[K+]. The catalyst is CN(C)C=O. The product is [F:2][C:3]1[CH:8]=[CH:7][C:6]([CH:9]([C:17]2[CH:18]=[CH:19][C:20]([F:23])=[CH:21][CH:22]=2)[CH:10]2[C:15](=[O:16])[CH2:14][CH2:13][N:12]([CH2:30][C:29]3[CH:32]=[CH:33][C:26]([C:24]#[N:25])=[CH:27][CH:28]=3)[CH2:11]2)=[CH:5][CH:4]=1. The yield is 0.720.